This data is from Forward reaction prediction with 1.9M reactions from USPTO patents (1976-2016). The task is: Predict the product of the given reaction. The product is: [F:24][C:3]([F:2])([F:23])[C:4]1[CH:22]=[CH:21][CH:20]=[CH:19][C:5]=1[CH:6]([O:14][CH:15]1[CH2:18][N:17]([C:26]([NH:25][CH:4]([CH2:5][CH3:6])[CH3:3])=[O:27])[CH2:16]1)[C:7]1[CH:12]=[CH:11][C:10]([Cl:13])=[CH:9][CH:8]=1. Given the reactants Cl.[F:2][C:3]([F:24])([F:23])[C:4]1[CH:22]=[CH:21][CH:20]=[CH:19][C:5]=1[CH:6]([O:14][CH:15]1[CH2:18][NH:17][CH2:16]1)[C:7]1[CH:12]=[CH:11][C:10]([Cl:13])=[CH:9][CH:8]=1.[N-:25]=[C:26]=[O:27], predict the reaction product.